Predict the reactants needed to synthesize the given product. From a dataset of Full USPTO retrosynthesis dataset with 1.9M reactions from patents (1976-2016). (1) Given the product [C:13]([O:17][C:18]([N:20]1[CH2:25][CH2:24][CH:23]([C:26]2[C:35]3[C:30](=[CH:31][C:32]([O:12][CH:11]4[CH2:7][CH2:8][N:9]([C:2](=[O:5])[CH3:1])[CH2:10]4)=[CH:33][CH:34]=3)[N:29]=[CH:28][N:27]=2)[CH2:22][CH2:21]1)=[O:19])([CH3:16])([CH3:15])[CH3:14], predict the reactants needed to synthesize it. The reactants are: [CH3:1][C:2]([O-:5])(C)C.[K+].[CH2:7]1[C@@H:11]([OH:12])[CH2:10][NH:9][CH2:8]1.[C:13]([O:17][C:18]([N:20]1[CH2:25][CH2:24][CH:23]([C:26]2[C:35]3[C:30](=[CH:31][C:32](F)=[CH:33][CH:34]=3)[N:29]=[CH:28][N:27]=2)[CH2:22][CH2:21]1)=[O:19])([CH3:16])([CH3:15])[CH3:14]. (2) Given the product [CH:22]1([NH:25][C:19]([C:12]2[C:13]([C:15]([F:18])([F:17])[F:16])=[N:14][C:9]([NH:8][C:4]3[CH:5]=[CH:6][CH:7]=[C:2]([Cl:1])[CH:3]=3)=[N:10][CH:11]=2)=[O:20])[CH2:24][CH2:23]1, predict the reactants needed to synthesize it. The reactants are: [Cl:1][C:2]1[CH:3]=[C:4]([NH:8][C:9]2[N:14]=[C:13]([C:15]([F:18])([F:17])[F:16])[C:12]([C:19](O)=[O:20])=[CH:11][N:10]=2)[CH:5]=[CH:6][CH:7]=1.[CH:22]1([NH2:25])[CH2:24][CH2:23]1. (3) Given the product [CH2:1]([C@@H:8]1[CH2:13][N:12]([C:16](=[O:17])[C:15]([F:26])([F:25])[F:14])[CH2:11][CH2:10][N:9]1[C:16](=[O:17])[C:15]([F:26])([F:14])[F:25])[C:2]1[CH:7]=[CH:6][CH:5]=[CH:4][CH:3]=1, predict the reactants needed to synthesize it. The reactants are: [CH2:1]([C@@H:8]1[CH2:13][NH:12][CH2:11][CH2:10][NH:9]1)[C:2]1[CH:7]=[CH:6][CH:5]=[CH:4][CH:3]=1.[F:14][C:15]([F:26])([F:25])[C:16](O[C:16](=[O:17])[C:15]([F:26])([F:25])[F:14])=[O:17]. (4) Given the product [CH3:26][O:25][C:23]([C:22]1[CH:27]=[CH:28][C:19]([CH2:18][NH:17][CH:14]2[CH2:16][CH:9]3[N:8]([C:6]([O:5][C:2]([CH3:4])([CH3:3])[CH3:1])=[O:7])[CH:12]([CH2:11][CH2:10]3)[CH2:13]2)=[CH:20][CH:21]=1)=[O:24], predict the reactants needed to synthesize it. The reactants are: [CH3:1][C:2]([O:5][C:6]([N:8]1[C@@H:12]2[CH2:13][C:14]([CH2:16][C@H:9]1[CH2:10][CH2:11]2)=O)=[O:7])([CH3:4])[CH3:3].[NH2:17][CH2:18][C:19]1[CH:28]=[CH:27][C:22]([C:23]([O:25][CH3:26])=[O:24])=[CH:21][CH:20]=1.C(O)(=O)C.C(O[BH-](OC(=O)C)OC(=O)C)(=O)C.[Na+].C(=O)(O)[O-].[Na+].